Dataset: Catalyst prediction with 721,799 reactions and 888 catalyst types from USPTO. Task: Predict which catalyst facilitates the given reaction. (1) Reactant: Cl.[NH2:2][NH:3][C:4]([NH2:6])=[O:5].[CH3:7][C:8]([CH3:19])([C:13](=O)[C:14]([O:16][CH3:17])=[O:15])[C:9]([O:11][CH3:12])=[O:10].C([O-])(=O)C.[Na+]. Product: [C:4]([NH:3][N:2]=[C:13]([C:14]([O:16][CH3:17])=[O:15])[C:8]([CH3:19])([CH3:7])[C:9]([O:11][CH3:12])=[O:10])(=[O:5])[NH2:6]. The catalyst class is: 6. (2) Reactant: [Cl:1][C:2]1[CH:7]=[CH:6][CH:5]=[CH:4][C:3]=1[C:8]1[CH2:13][N:12](C)[CH2:11][CH2:10][CH:9]=1.ClC(OC(Cl)C)=O. Product: [ClH:1].[Cl:1][C:2]1[CH:7]=[CH:6][CH:5]=[CH:4][C:3]=1[C:8]1[CH2:13][NH:12][CH2:11][CH2:10][CH:9]=1. The catalyst class is: 98. (3) Reactant: ClC(Cl)(O[C:5](=[O:11])OC(Cl)(Cl)Cl)Cl.Cl.[Cl:14][C:15]1[CH:20]=[CH:19][C:18]([C:21]2[N:22]=[C:23]([CH:33]3[CH2:38][CH2:37][NH:36][CH2:35][CH2:34]3)[S:24][C:25]=2[C:26]2[CH:31]=[CH:30][C:29]([CH3:32])=[CH:28][CH:27]=2)=[CH:17][CH:16]=1.C(N(CC)CC)C.Cl.[CH3:47][NH:48][OH:49].[Cl-].[NH4+]. Product: [Cl:14][C:15]1[CH:20]=[CH:19][C:18]([C:21]2[N:22]=[C:23]([CH:33]3[CH2:38][CH2:37][N:36]([C:5](=[O:11])[N:48]([OH:49])[CH3:47])[CH2:35][CH2:34]3)[S:24][C:25]=2[C:26]2[CH:31]=[CH:30][C:29]([CH3:32])=[CH:28][CH:27]=2)=[CH:17][CH:16]=1. The catalyst class is: 46. (4) Reactant: [F:1][C:2]([F:13])([F:12])[C:3]([C:5]1[CH:10]=[CH:9][C:8]([F:11])=[CH:7][CH:6]=1)=O.Cl.C[O:16][C:17](=[O:26])[C@@H:18]([NH2:25])[CH2:19][S:20][CH2:21][CH:22]1[CH2:24][CH2:23]1.C(=O)([O-])[O-].[K+:31].[K+]. Product: [CH:22]1([CH2:21][S:20][CH2:19][C@H:18](/[N:25]=[C:3](/[C:5]2[CH:10]=[CH:9][C:8]([F:11])=[CH:7][CH:6]=2)\[C:2]([F:13])([F:12])[F:1])[C:17]([O-:26])=[O:16])[CH2:24][CH2:23]1.[K+:31]. The catalyst class is: 32. (5) Product: [CH3:1][N:2]1[C:10](=[O:11])[N:9]([C:38]([N:33]2[CH2:37][CH2:36][CH2:35][CH2:34]2)=[O:39])[C:8]2[C:3]1=[N:4][C:5](/[CH:12]=[CH:13]/[C:14]1[CH:19]=[CH:18][CH:17]=[CH:16][CH:15]=1)=[N:6][CH:7]=2. Reactant: [CH3:1][N:2]1[C:10](=[O:11])[NH:9][C:8]2[C:3]1=[N:4][C:5](/[CH:12]=[CH:13]/[C:14]1[CH:19]=[CH:18][CH:17]=[CH:16][CH:15]=1)=[N:6][CH:7]=2.N12CCN(CC1)CC2.CN(C)C=O.[N:33]1([C:38](Cl)=[O:39])[CH2:37][CH2:36][CH2:35][CH2:34]1. The catalyst class is: 6. (6) Product: [Br:1][C:2]1[CH:11]=[CH:10][CH:9]=[C:8]2[C:3]=1[CH:4]=[C:5]([Cl:13])[N:6]=[C:7]2[O:15][CH3:14]. Reactant: [Br:1][C:2]1[CH:11]=[CH:10][CH:9]=[C:8]2[C:3]=1[CH:4]=[C:5]([Cl:13])[N:6]=[C:7]2Cl.[CH3:14][O-:15].[Na+]. The catalyst class is: 6.